This data is from Forward reaction prediction with 1.9M reactions from USPTO patents (1976-2016). The task is: Predict the product of the given reaction. Given the reactants Cl.C(N=C=NCCCN(C)C)C.[C:13]([C:15]1[N:20]=[N:19][CH:18]=[C:17]([N:21]2[CH:25]=[CH:24][C:23]([N:26]3[CH2:31][C:30]([CH3:33])([CH3:32])[O:29][C@H:28]([C@@H:34]([OH:38])[C:35](O)=[O:36])[C:27]3=[O:39])=[N:22]2)[CH:16]=1)#[N:14].[O:40]1[C:44]2[CH:45]=[C:46]([NH2:49])[CH:47]=[CH:48][C:43]=2[C:42]([NH2:50])=[N:41]1.ON1C2N=CC=CC=2N=N1, predict the reaction product. The product is: [NH2:50][C:42]1[C:43]2[CH:48]=[CH:47][C:46]([NH:49][C:35](=[O:36])[C@@H:34]([C@H:28]3[O:29][C:30]([CH3:33])([CH3:32])[CH2:31][N:26]([C:23]4[CH:24]=[CH:25][N:21]([C:17]5[CH:16]=[C:15]([C:13]#[N:14])[N:20]=[N:19][CH:18]=5)[N:22]=4)[C:27]3=[O:39])[OH:38])=[CH:45][C:44]=2[O:40][N:41]=1.